Dataset: Reaction yield outcomes from USPTO patents with 853,638 reactions. Task: Predict the reaction yield, written as a fraction of the theoretical maximum amount of product (1.0 means a 100% yield; for example, 0.34 means a 34% yield). (1) The reactants are [CH3:1][O:2][C:3](=[O:12])[CH2:4][CH2:5][S:6][CH2:7][C:8](OC)=[O:9].CCCCCC.[H-].[Na+]. The yield is 0.350. The product is [CH3:1][O:2][C:3]([CH:4]1[C:8](=[O:9])[CH2:7][S:6][CH2:5]1)=[O:12]. The catalyst is C1COCC1. (2) The reactants are C[O:2][C:3](=[O:15])[C:4]1[C:5](=[CH:7][C:8]([N+:12]([O-:14])=[O:13])=[C:9]([Cl:11])[CH:10]=1)[NH2:6].[Li+].[OH-].Cl. The catalyst is C1COCC1.O. The product is [Cl:11][C:9]1[CH:10]=[C:4]([C:3]([OH:15])=[O:2])[C:5]([NH2:6])=[CH:7][C:8]=1[N+:12]([O-:14])=[O:13]. The yield is 0.880. (3) No catalyst specified. The reactants are Br[C:2]1[CH:3]=[CH:4][C:5]([F:18])=[C:6]([C:8]2[N:12]([CH3:13])[C:11]3[CH:14]=[CH:15][CH:16]=[CH:17][C:10]=3[N:9]=2)[CH:7]=1.[N:19]1([C:25]([N:27]2[CH2:31][CH2:30][CH2:29][CH2:28]2)=[O:26])[CH2:24][CH2:23][NH:22][CH2:21][CH2:20]1. The product is [F:18][C:5]1[CH:4]=[CH:3][C:2]([N:22]2[CH2:21][CH2:20][N:19]([C:25]([N:27]3[CH2:28][CH2:29][CH2:30][CH2:31]3)=[O:26])[CH2:24][CH2:23]2)=[CH:7][C:6]=1[C:8]1[N:12]([CH3:13])[C:11]2[CH:14]=[CH:15][CH:16]=[CH:17][C:10]=2[N:9]=1. The yield is 0.440. (4) The reactants are CN(C)CCNC.[Li]CCCC.[CH3:13][O:14][C:15]1[CH:22]=[CH:21][C:18]([CH:19]=[O:20])=[CH:17][N:16]=1.[I:23]I. The catalyst is C1COCC1.CCOCC. The product is [I:23][C:21]1[C:18]([CH:19]=[O:20])=[CH:17][N:16]=[C:15]([O:14][CH3:13])[CH:22]=1. The yield is 0.150. (5) The reactants are [Br:1][C:2]1[CH:11]=[C:10]2[C:5]([N:6]=[CH:7][C:8]([N:12]3[CH2:17][CH2:16][C:15](=O)[CH2:14][CH2:13]3)=[N:9]2)=[CH:4][CH:3]=1.[CH3:19][S:20]([CH2:23][CH2:24][NH2:25])(=[O:22])=[O:21].C(O[BH-](OC(=O)C)OC(=O)C)(=O)C.[Na+].C(N(CC)CC)C. The catalyst is C(O)(=O)C.ClCCl. The product is [Br:1][C:2]1[CH:11]=[C:10]2[C:5]([N:6]=[CH:7][C:8]([N:12]3[CH2:17][CH2:16][CH:15]([NH:25][CH2:24][CH2:23][S:20]([CH3:19])(=[O:22])=[O:21])[CH2:14][CH2:13]3)=[N:9]2)=[CH:4][CH:3]=1. The yield is 0.520. (6) The reactants are [N+:1]([C:4]1[CH:5]=[C:6]2[C:10](=[CH:11][CH:12]=1)[NH:9][C:8]([C:13]1[CH:18]=[CH:17][CH:16]=[CH:15][N:14]=1)=[CH:7]2)([O-])=O.Cl[Sn]Cl.O. The catalyst is CCO. The product is [N:14]1[CH:15]=[CH:16][CH:17]=[CH:18][C:13]=1[C:8]1[NH:9][C:10]2[C:6]([CH:7]=1)=[CH:5][C:4]([NH2:1])=[CH:12][CH:11]=2. The yield is 0.200. (7) The reactants are Cl[C:2]1[N:7]=[CH:6][N:5]=[C:4]2[N:8]([CH2:11][CH2:12][N:13]3[CH2:18][CH2:17][CH2:16][CH2:15][CH2:14]3)[N:9]=[CH:10][C:3]=12.C([Sn](CCCC)(CCCC)[C:24]1[O:25][CH:26]=[CH:27][N:28]=1)CCC. The catalyst is C1(C)C=CC=CC=1.C1C=CC([P]([Pd]([P](C2C=CC=CC=2)(C2C=CC=CC=2)C2C=CC=CC=2)([P](C2C=CC=CC=2)(C2C=CC=CC=2)C2C=CC=CC=2)[P](C2C=CC=CC=2)(C2C=CC=CC=2)C2C=CC=CC=2)(C2C=CC=CC=2)C2C=CC=CC=2)=CC=1. The product is [N:13]1([CH2:12][CH2:11][N:8]2[C:4]3=[N:5][CH:6]=[N:7][C:2]([C:24]4[O:25][CH:26]=[CH:27][N:28]=4)=[C:3]3[CH:10]=[N:9]2)[CH2:18][CH2:17][CH2:16][CH2:15][CH2:14]1. The yield is 0.660. (8) The product is [CH3:10][O:9][C:7]([C@H:4]1[CH2:5][CH2:6][C@H:1]([C:11]([OH:13])=[O:12])[CH2:2][CH2:3]1)=[O:8]. The yield is 0.550. The catalyst is CO. The reactants are [C@H:1]1([C:11]([O:13]C)=[O:12])[CH2:6][CH2:5][C@H:4]([C:7]([O:9][CH3:10])=[O:8])[CH2:3][CH2:2]1.[OH-].[Ba+2].[OH-].O. (9) The reactants are [CH3:1][CH:2]([CH3:13])[C:3]([NH:5][C:6]1[CH:7]=[N:8][CH:9]=[CH:10][C:11]=1I)=[O:4].[C:14](=O)([O-])[O-].[Na+].[Na+].[Cl:20][C:21]1[CH:26]=[CH:25][CH:24]=[CH:23][C:22]=1B(O)O. The catalyst is C1C=CC([P]([Pd]([P](C2C=CC=CC=2)(C2C=CC=CC=2)C2C=CC=CC=2)([P](C2C=CC=CC=2)(C2C=CC=CC=2)C2C=CC=CC=2)[P](C2C=CC=CC=2)(C2C=CC=CC=2)C2C=CC=CC=2)(C2C=CC=CC=2)C2C=CC=CC=2)=CC=1.C1(C)C=CC=CC=1. The product is [Cl:20][C:21]1[CH:26]=[CH:25][CH:24]=[CH:23][C:22]=1[C:11]1[CH:10]=[CH:9][N:8]=[CH:7][C:6]=1[NH:5][C:3](=[O:4])[C:2]([CH3:13])([CH3:14])[CH3:1]. The yield is 0.650.